The task is: Predict the reaction yield, written as a fraction of the theoretical maximum amount of product (1.0 means a 100% yield; for example, 0.34 means a 34% yield).. This data is from Reaction yield outcomes from USPTO patents with 853,638 reactions. The reactants are Cl[C:2]1[N:11]=[C:10]([NH:12][CH2:13][C:14]2[CH:19]=[CH:18][CH:17]=[CH:16][N:15]=2)[C:9]2[C:4](=[CH:5][CH:6]=[CH:7][C:8]=2[C:20]2[CH:25]=[CH:24][CH:23]=[CH:22][CH:21]=2)[N:3]=1.[CH2:26](C([Sn])=C(CCCC)CCCC)[CH2:27]CC. The catalyst is O1CCOCC1. The product is [C:20]1([C:8]2[CH:7]=[CH:6][CH:5]=[C:4]3[C:9]=2[C:10]([NH:12][CH2:13][C:14]2[CH:19]=[CH:18][CH:17]=[CH:16][N:15]=2)=[N:11][C:2]([CH:26]=[CH2:27])=[N:3]3)[CH:25]=[CH:24][CH:23]=[CH:22][CH:21]=1. The yield is 0.780.